Predict which catalyst facilitates the given reaction. From a dataset of Catalyst prediction with 721,799 reactions and 888 catalyst types from USPTO. (1) Reactant: ClC(Cl)(OC(=O)[O:6][C:7]([Cl:10])(Cl)Cl)Cl.[C:13]1([CH:19]2[NH:24][CH2:23][CH2:22][NH:21][C:20]2=[O:25])[CH:18]=[CH:17][CH:16]=[CH:15][CH:14]=1. Product: [O:25]=[C:20]1[NH:21][CH2:22][CH2:23][N:24]([C:7]([Cl:10])=[O:6])[CH:19]1[C:13]1[CH:18]=[CH:17][CH:16]=[CH:15][CH:14]=1. The catalyst class is: 2. (2) Reactant: C(OC([NH:8][C@H:9]([C:11]([NH:13][CH:14]([CH:19]1[CH2:21][CH2:20]1)[C:15]([O:17][CH3:18])=[O:16])=[O:12])[CH3:10])=O)(C)(C)C.[ClH:22]. Product: [ClH:22].[CH3:18][O:17][C:15](=[O:16])[CH:14]([NH:13][C:11](=[O:12])[C@H:9]([CH3:10])[NH2:8])[CH:19]1[CH2:20][CH2:21]1. The catalyst class is: 12. (3) Reactant: [CH3:1][O:2][C:3]1[CH:20]=[CH:19][C:6]([CH2:7][N:8]2[C:17]3[C:12](=[CH:13][CH:14]=[CH:15][CH:16]=3)[CH2:11][CH2:10][C:9]2=[O:18])=[CH:5][CH:4]=1.[Li+].[CH3:22][Si]([N-][Si](C)(C)C)(C)C.CI. Product: [CH3:1][O:2][C:3]1[CH:4]=[CH:5][C:6]([CH2:7][N:8]2[C:17]3[C:12](=[CH:13][CH:14]=[CH:15][CH:16]=3)[CH2:11][CH:10]([CH3:22])[C:9]2=[O:18])=[CH:19][CH:20]=1. The catalyst class is: 1.